Task: Predict the reactants needed to synthesize the given product.. Dataset: Full USPTO retrosynthesis dataset with 1.9M reactions from patents (1976-2016) (1) The reactants are: [N:1]([CH2:4][CH2:5][CH2:6][C:7]1[C:15]2[C:10](=[CH:11][CH:12]=[C:13]([Cl:16])[CH:14]=2)[NH:9][CH:8]=1)=[N+]=[N-].C1(P(C2C=CC=CC=2)C2C=CC=CC=2)C=CC=CC=1.O. Given the product [Cl:16][C:13]1[CH:14]=[C:15]2[C:10](=[CH:11][CH:12]=1)[NH:9][CH:8]=[C:7]2[CH2:6][CH2:5][CH2:4][NH2:1], predict the reactants needed to synthesize it. (2) The reactants are: [OH:1][C:2]1[C:3]2[C:13]([C:14]3[CH:19]=[CH:18][C:17]([C:20]4[CH:25]=[CH:24][CH:23]=[CH:22][C:21]=4[OH:26])=[CH:16][CH:15]=3)=[CH:12][S:11][C:4]=2[NH:5][C:6](=[O:10])[C:7]=1[C:8]#[N:9].C(=O)([O-])[O-].[K+].[K+].Br[CH2:34][C:35]([O:37]CC)=[O:36]. Given the product [C:8]([C:7]1[C:6](=[O:10])[NH:5][C:4]2[S:11][CH:12]=[C:13]([C:14]3[CH:15]=[CH:16][C:17]([C:20]4[CH:25]=[CH:24][CH:23]=[CH:22][C:21]=4[O:26][CH2:34][C:35]([OH:37])=[O:36])=[CH:18][CH:19]=3)[C:3]=2[C:2]=1[OH:1])#[N:9], predict the reactants needed to synthesize it.